This data is from Reaction yield outcomes from USPTO patents with 853,638 reactions. The task is: Predict the reaction yield, written as a fraction of the theoretical maximum amount of product (1.0 means a 100% yield; for example, 0.34 means a 34% yield). (1) The reactants are [Li][CH2:2][CH2:3][CH2:4][CH3:5].[C:6]([N:13]1CCC(=O)[CH2:15][CH2:14]1)([O:8][C:9]([CH3:12])([CH3:11])[CH3:10])=[O:7]. The catalyst is [Br-].C[P+](C1C=CC=CC=1)(C1C=CC=CC=1)C1C=CC=CC=1.C1COCC1. The product is [C:9]([O:8][C:6]([N:13]1[CH2:14][CH2:15][C:4](=[CH2:5])[CH2:3][CH2:2]1)=[O:7])([CH3:12])([CH3:11])[CH3:10]. The yield is 0.910. (2) The reactants are [C:1]([O:5][C:6]([N:8]1[CH2:13][CH2:12][CH2:11][C@@H:10]([NH:14][C:15]2[CH:20]=[CH:19][CH:18]=[CH:17][C:16]=2[N+:21]([O-])=O)[CH2:9]1)=[O:7])([CH3:4])([CH3:3])[CH3:2]. The catalyst is CO.[Pd]. The product is [C:1]([O:5][C:6]([N:8]1[CH2:13][CH2:12][CH2:11][C@@H:10]([NH:14][C:15]2[CH:20]=[CH:19][CH:18]=[CH:17][C:16]=2[NH2:21])[CH2:9]1)=[O:7])([CH3:4])([CH3:2])[CH3:3]. The yield is 0.800. (3) The reactants are [CH2:1]([O:3][C:4](=[O:31])[CH:5]([OH:30])[CH2:6][C:7]1[CH:12]=[CH:11][C:10]([CH2:13][CH2:14][N:15]([C:23]([O:25][C:26]([CH3:29])([CH3:28])[CH3:27])=[O:24])[CH2:16][CH2:17][CH2:18][CH2:19][CH2:20][CH2:21][CH3:22])=[CH:9][CH:8]=1)[CH3:2].[CH2:32](Br)[C:33]1[CH:38]=[CH:37][CH:36]=[CH:35][CH:34]=1. The catalyst is O. The product is [CH2:1]([O:3][C:4](=[O:31])[CH:5]([O:30][CH2:32][C:33]1[CH:38]=[CH:37][CH:36]=[CH:35][CH:34]=1)[CH2:6][C:7]1[CH:12]=[CH:11][C:10]([CH2:13][CH2:14][N:15]([C:23]([O:25][C:26]([CH3:29])([CH3:28])[CH3:27])=[O:24])[CH2:16][CH2:17][CH2:18][CH2:19][CH2:20][CH2:21][CH3:22])=[CH:9][CH:8]=1)[CH3:2]. The yield is 0.580. (4) The reactants are [H-].[Al+3].[Li+].[H-].[H-].[H-].[NH2:7][C:8]1[CH:15]=[CH:14][C:11]([C:12]#[N:13])=[CH:10][C:9]=1[Cl:16].[OH-].[Na+]. The catalyst is C1COCC1. The product is [NH2:7][C:8]1[CH:15]=[CH:14][C:11]([CH2:12][NH2:13])=[CH:10][C:9]=1[Cl:16]. The yield is 0.900. (5) The reactants are [CH2:1]([O:3][C:4]([C:6]1[CH:7]=[C:8]([C:15](=[O:20])C(Cl)(Cl)Cl)[N:9]2[CH2:14][CH2:13][O:12][CH2:11][C:10]=12)=[O:5])[CH3:2].[OH2:21].[OH-].[K+]. The catalyst is O1CCCC1. The product is [CH2:1]([O:3][C:4]([C:6]1[CH:7]=[C:8]([C:15]([OH:20])=[O:21])[N:9]2[CH2:14][CH2:13][O:12][CH2:11][C:10]=12)=[O:5])[CH3:2]. The yield is 0.850. (6) The reactants are [C:1]([CH2:4][CH2:5][NH:6][C:7]1[CH:12]=[CH:11][C:10]([C:13](=NO)[CH2:14][O:15][C:16]2[CH:27]=[CH:26][C:19]([C:20]([O:22]CC=C)=[O:21])=[C:18]([OH:28])[CH:17]=2)=[CH:9][C:8]=1[C:31]([CH3:34])([CH3:33])[CH3:32])(=[O:3])[CH3:2].N1CC[O:38]CC1. The catalyst is C1C=CC([P]([Pd]([P](C2C=CC=CC=2)(C2C=CC=CC=2)C2C=CC=CC=2)([P](C2C=CC=CC=2)(C2C=CC=CC=2)C2C=CC=CC=2)[P](C2C=CC=CC=2)(C2C=CC=CC=2)C2C=CC=CC=2)(C2C=CC=CC=2)C2C=CC=CC=2)=CC=1. The product is [C:1]([CH2:4][CH2:5][NH:6][C:7]1[CH:12]=[CH:11][C:10]([C:13](=[O:38])[CH2:14][O:15][C:16]2[CH:27]=[CH:26][C:19]([C:20]([OH:22])=[O:21])=[C:18]([OH:28])[CH:17]=2)=[CH:9][C:8]=1[C:31]([CH3:34])([CH3:33])[CH3:32])(=[O:3])[CH3:2]. The yield is 0.590. (7) The product is [C:28]([O:8][C:9]([N:11]1[CH2:17][CH2:16][CH:15]2[CH:12]1[C:13](=[O:26])[N:14]2[C@@H:18]([C:20]1[CH:25]=[CH:24][CH:23]=[CH:22][CH:21]=1)[CH3:19])=[O:10])([CH3:30])([CH3:29])[CH3:27]. The catalyst is C(O)C.[Pd]. The reactants are C([O:8][C:9]([N:11]1[CH2:17][CH2:16][CH:15]2[CH:12]1[C:13](=[O:26])[N:14]2[C@@H:18]([C:20]1[CH:25]=[CH:24][CH:23]=[CH:22][CH:21]=1)[CH3:19])=[O:10])C1C=CC=CC=1.[CH3:27][C:28](OC(OC(O[C:28]([CH3:30])([CH3:29])[CH3:27])=O)=O)([CH3:30])[CH3:29]. The yield is 0.665.